This data is from Catalyst prediction with 721,799 reactions and 888 catalyst types from USPTO. The task is: Predict which catalyst facilitates the given reaction. (1) Reactant: [N+:1]([C:4]1[CH:5]=[C:6]([N:10]2[C:14](=[O:15])[CH2:13][CH:12]([C:16]([OH:18])=O)[CH2:11]2)[CH:7]=[CH:8][CH:9]=1)([O-:3])=[O:2].[NH2:19][C:20]1([CH:26](C)[C:27]([O:29][CH2:30][CH3:31])=[O:28])C=CC=NC1.[CH:33]1[CH:38]=[N:37][C:36]2N(O)N=N[C:35]=2[CH:34]=1.CCN(C(C)C)C(C)C.Cl.CN(C)CCCN=C=NCC. Product: [N+:1]([C:4]1[CH:5]=[C:6]([N:10]2[C:14](=[O:15])[CH2:13][CH:12]([C:16]([NH:19][CH:20]([C:35]3[CH:36]=[N:37][CH:38]=[CH:33][CH:34]=3)[CH2:26][C:27]([O:29][CH2:30][CH3:31])=[O:28])=[O:18])[CH2:11]2)[CH:7]=[CH:8][CH:9]=1)([O-:3])=[O:2]. The catalyst class is: 31. (2) Reactant: [C:1]([C:5]1[CH:25]=[CH:24][C:8]([CH2:9][NH:10][C:11]([C:13]2[C:14]([CH3:23])=[N:15][C:16]3[C:21]([CH:22]=2)=[CH:20][CH:19]=[CH:18][N:17]=3)=[O:12])=[CH:7][CH:6]=1)([CH3:4])([CH3:3])[CH3:2].[CH3:26][Mg]Br. Product: [C:1]([C:5]1[CH:6]=[CH:7][C:8]([CH2:9][NH:10][C:11]([C:13]2[C:14]([CH3:23])=[N:15][C:16]3[C:21]([C:22]=2[CH3:26])=[CH:20][CH:19]=[CH:18][N:17]=3)=[O:12])=[CH:24][CH:25]=1)([CH3:4])([CH3:2])[CH3:3]. The catalyst class is: 1.